From a dataset of Full USPTO retrosynthesis dataset with 1.9M reactions from patents (1976-2016). Predict the reactants needed to synthesize the given product. Given the product [Br:7][CH2:8][C@@H:9]([C:11]1[CH:22]=[CH:21][C:14]2[O:15][C:16]([CH3:19])([CH3:20])[O:17][CH2:18][C:13]=2[CH:12]=1)[OH:10], predict the reactants needed to synthesize it. The reactants are: B.C1COCC1.[Br:7][CH2:8][C:9]([C:11]1[CH:22]=[CH:21][C:14]2[O:15][C:16]([CH3:20])([CH3:19])[O:17][CH2:18][C:13]=2[CH:12]=1)=[O:10].CO.